From a dataset of Forward reaction prediction with 1.9M reactions from USPTO patents (1976-2016). Predict the product of the given reaction. (1) Given the reactants [F:1][C:2]1[CH:3]=[C:4]([CH2:9][C:10]([NH:12][C@H:13]([C:17]([O:19][CH3:20])=[O:18])[CH:14](C)[CH3:15])=[O:11])[CH:5]=[C:6]([F:8])[CH:7]=1.Cl.CN[C@H](C(O)=O)C[CH2:26][S:27]C, predict the reaction product. The product is: [F:1][C:2]1[CH:3]=[C:4]([CH2:9][C:10]([NH:12][C@H:13]([C:17]([O:19][CH3:20])=[O:18])[CH2:14][CH2:15][S:27][CH3:26])=[O:11])[CH:5]=[C:6]([F:8])[CH:7]=1. (2) The product is: [CH3:8][N:9]1[C:1](=[O:7])[CH2:2][C:3](=[O:5])[NH:12][C:10]1=[O:11]. Given the reactants [C:1]([OH:7])(=O)[CH2:2][C:3]([OH:5])=O.[CH3:8][NH:9][C:10]([NH2:12])=[O:11].C(OC(=O)C)(=O)C, predict the reaction product. (3) Given the reactants [NH2:1][C:2]1[CH:7]=[C:6]([N:8]2[CH2:13][CH2:12][O:11][CH2:10][CH2:9]2)[C:5]([F:14])=[CH:4][C:3]=1[NH2:15].C1C=[CH:18][C:19](=[O:32])[C:20]2C=1C(C(Cl)=O)=C1C=2C=CC=C1, predict the reaction product. The product is: [CH:2]([O:32][CH:19]([CH3:18])[CH3:20])([CH3:7])[CH3:3].[NH2:1][C:2]1[CH:7]=[C:6]([N:8]2[CH2:9][CH2:10][O:11][CH2:12][CH2:13]2)[C:5]([F:14])=[CH:4][C:3]=1[NH-:15]. (4) Given the reactants [CH3:1][C:2]1[C:3]([CH:11]=[C:12]([CH3:14])[CH3:13])=[C:4]([CH:8]=[CH:9][CH:10]=1)[C:5]([OH:7])=[O:6], predict the reaction product. The product is: [CH2:11]([C:3]1[C:2]([CH3:1])=[CH:10][CH:9]=[CH:8][C:4]=1[C:5]([OH:7])=[O:6])[CH:12]([CH3:14])[CH3:13].